Dataset: NCI-60 drug combinations with 297,098 pairs across 59 cell lines. Task: Regression. Given two drug SMILES strings and cell line genomic features, predict the synergy score measuring deviation from expected non-interaction effect. Drug 1: CCCCCOC(=O)NC1=NC(=O)N(C=C1F)C2C(C(C(O2)C)O)O. Drug 2: CCN(CC)CCNC(=O)C1=C(NC(=C1C)C=C2C3=C(C=CC(=C3)F)NC2=O)C. Cell line: CAKI-1. Synergy scores: CSS=19.1, Synergy_ZIP=-2.66, Synergy_Bliss=-3.87, Synergy_Loewe=-2.67, Synergy_HSA=-4.87.